This data is from Catalyst prediction with 721,799 reactions and 888 catalyst types from USPTO. The task is: Predict which catalyst facilitates the given reaction. (1) Reactant: [C:1]1([NH:7][NH2:8])[CH:6]=[CH:5][CH:4]=[CH:3][CH:2]=1.[CH2:9]([CH:11]([C:17]([CH3:19])=O)[C:12](OCC)=[O:13])[CH3:10]. Product: [CH2:17]([C:11]1[C:12](=[O:13])[N:7]([C:1]2[CH:6]=[CH:5][CH:4]=[CH:3][CH:2]=2)[NH:8][C:9]=1[CH3:10])[CH3:19]. The catalyst class is: 11. (2) Reactant: [Br:1][C:2]1[CH:3]=[C:4]([N+:9]([O-])=O)[C:5]([Cl:8])=[N:6][CH:7]=1.[CH:12]([Mg]Br)=[CH2:13]. Product: [Br:1][C:2]1[CH:7]=[N:6][C:5]([Cl:8])=[C:4]2[NH:9][CH:12]=[CH:13][C:3]=12. The catalyst class is: 7. (3) Reactant: C1COCC1.Cl.[CH3:7][CH:8]1[CH2:12][CH2:11][CH2:10][CH:9]1[NH2:13].C(N(CC)CC)C.[CH3:21][O:22][C:23]1[CH:24]=[C:25]([CH:29]=[CH:30][C:31]=1[O:32][CH2:33][C:34]#[CH:35])[C:26](Cl)=[O:27]. Product: [CH3:7][CH:8]1[CH2:12][CH2:11][CH2:10][CH:9]1[NH:13][C:26](=[O:27])[C:25]1[CH:29]=[CH:30][C:31]([O:32][CH2:33][C:34]#[CH:35])=[C:23]([O:22][CH3:21])[CH:24]=1. The catalyst class is: 6. (4) Reactant: [C:1]([NH:5][C:6]1[N:15]([CH2:16][CH2:17][CH2:18][O:19][Si](C(C)(C)C)(C)C)[C:14](=[O:27])[C:13]2[C:8](=[C:9]([C:28]3[NH:32][C:31]4[C@@H:33]([CH3:37])[NH:34][C:35](=[O:36])[C:30]=4[CH:29]=3)[CH:10]=[CH:11][CH:12]=2)[N:7]=1)([CH3:4])([CH3:3])[CH3:2].CCCC[N+](CCCC)(CCCC)CCCC.[F-]. Product: [C:1]([NH:5][C:6]1[N:15]([CH2:16][CH2:17][CH2:18][OH:19])[C:14](=[O:27])[C:13]2[C:8](=[C:9]([C:28]3[NH:32][C:31]4[C@@H:33]([CH3:37])[NH:34][C:35](=[O:36])[C:30]=4[CH:29]=3)[CH:10]=[CH:11][CH:12]=2)[N:7]=1)([CH3:4])([CH3:2])[CH3:3]. The catalyst class is: 1. (5) Reactant: C(P(C(C)(C)C)C1C(C)=C(C)C(C)=C(C)C=1C1C(C(C)C)=CC(C(C)C)=CC=1C(C)C)(C)(C)C.[F:35][C:36]1[CH:37]=[C:38]([OH:42])[CH:39]=[CH:40][CH:41]=1.Cl[C:44]1[CH:49]=[CH:48][C:47]([C:50]2[C:59]3[C:54](=[CH:55][C:56]([S:60]([NH:63][C:64]4[CH:69]=[CH:68][N:67]=[CH:66][N:65]=4)(=[O:62])=[O:61])=[CH:57][CH:58]=3)[CH:53]=[CH:52][N:51]=2)=[C:46]([O:70][CH3:71])[CH:45]=1.P([O-])([O-])([O-])=O.[K+].[K+].[K+].Cl. Product: [F:35][C:36]1[CH:37]=[C:38]([CH:39]=[CH:40][CH:41]=1)[O:42][C:44]1[CH:49]=[CH:48][C:47]([C:50]2[C:59]3[C:54](=[CH:55][C:56]([S:60]([NH:63][C:64]4[CH:69]=[CH:68][N:67]=[CH:66][N:65]=4)(=[O:61])=[O:62])=[CH:57][CH:58]=3)[CH:53]=[CH:52][N:51]=2)=[C:46]([O:70][CH3:71])[CH:45]=1. The catalyst class is: 12. (6) The catalyst class is: 15. Product: [Cl:1][C:2]1[CH:3]=[CH:4][C:5]2[N:6]([C:8]([CH:11]([C:14]3[CH:15]=[C:16]4[C:20](=[CH:21][C:22]=3[F:23])[N:19]([CH3:24])[N:18]=[CH:17]4)[CH3:12])=[CH:9][N:10]=2)[N:7]=1. Reactant: [Cl:1][C:2]1[CH:3]=[CH:4][C:5]2[N:6]([C:8]([C:11]([C:14]3[CH:15]=[C:16]4[C:20](=[CH:21][C:22]=3[F:23])[N:19]([CH3:24])[N:18]=[CH:17]4)(O)[CH3:12])=[CH:9][N:10]=2)[N:7]=1.[I-].O[PH2]=O. (7) Reactant: [Br:1][C:2]1[C:3](Cl)=[C:4]([N+:9]([O-:11])=[O:10])[C:5]([NH2:8])=[N:6][CH:7]=1.[N:13]1[CH:18]=[CH:17][CH:16]=[CH:15][C:14]=1[CH2:19][N:20]1[CH2:25][CH2:24][NH:23][CH2:22][CH2:21]1.C(N(C(C)C)CC)(C)C. Product: [Br:1][C:2]1[C:3]([N:23]2[CH2:24][CH2:25][N:20]([CH2:19][C:14]3[CH:15]=[CH:16][CH:17]=[CH:18][N:13]=3)[CH2:21][CH2:22]2)=[C:4]([N+:9]([O-:11])=[O:10])[C:5]([NH2:8])=[N:6][CH:7]=1. The catalyst class is: 32.